Dataset: Catalyst prediction with 721,799 reactions and 888 catalyst types from USPTO. Task: Predict which catalyst facilitates the given reaction. (1) Reactant: [C:1]([O:5][C:6](=[O:55])[C@@H:7]([NH:34][C:35](=[O:54])[NH:36][C@@H:37]([CH2:45][CH2:46][C:47]([O:49][C:50]([CH3:53])([CH3:52])[CH3:51])=[O:48])[C:38]([O:40][C:41]([CH3:44])([CH3:43])[CH3:42])=[O:39])[CH2:8][CH2:9][CH2:10][CH2:11][NH:12][C:13](=[O:33])[CH2:14][N:15]1[CH:19]=[C:18]([Sn](CCCC)(CCCC)CCCC)[N:17]=[N:16]1)([CH3:4])([CH3:3])[CH3:2].[I:56]I. Product: [C:1]([O:5][C:6](=[O:55])[C@@H:7]([NH:34][C:35](=[O:54])[NH:36][C@@H:37]([CH2:45][CH2:46][C:47]([O:49][C:50]([CH3:53])([CH3:52])[CH3:51])=[O:48])[C:38]([O:40][C:41]([CH3:44])([CH3:43])[CH3:42])=[O:39])[CH2:8][CH2:9][CH2:10][CH2:11][NH:12][C:13](=[O:33])[CH2:14][N:15]1[CH:19]=[C:18]([I:56])[N:17]=[N:16]1)([CH3:4])([CH3:3])[CH3:2]. The catalyst class is: 2. (2) Product: [Cl:23][C:6]1[CH:5]=[N+:4]([O-:32])[CH:3]=[C:2]([Cl:1])[C:7]=1[CH2:8][CH2:9][C:10]1[C:11]2[N:12]([N:18]=[C:19]([C:21]#[N:22])[CH:20]=2)[C:13]([O:16][CH3:17])=[CH:14][CH:15]=1. The catalyst class is: 22. Reactant: [Cl:1][C:2]1[CH:3]=[N:4][CH:5]=[C:6]([Cl:23])[C:7]=1[CH2:8][CH2:9][C:10]1[C:11]2[N:12]([N:18]=[C:19]([C:21]#[N:22])[CH:20]=2)[C:13]([O:16][CH3:17])=[CH:14][CH:15]=1.C1C=C(Cl)C=C(C(OO)=[O:32])C=1.C(=O)([O-])O.[Na+]. (3) Reactant: [C:1]([C:4]1[CH:9]=[CH:8][CH:7]=[C:6]([N+:10]([O-:12])=[O:11])[C:5]=1[S:13][C:14]1[CH:22]=[CH:21][C:20]([F:23])=[CH:19][C:15]=1[C:16](O)=[O:17])(O)=[O:2].CO. Product: [F:23][C:20]1[CH:21]=[CH:22][C:14]([S:13][C:5]2[C:6]([N+:10]([O-:12])=[O:11])=[CH:7][CH:8]=[CH:9][C:4]=2[CH2:1][OH:2])=[C:15]([CH2:16][OH:17])[CH:19]=1. The catalyst class is: 7. (4) Reactant: [CH:1]1C=C(Cl)C=C(C(OO)=O)C=1.[I:12][C:13]1[CH:14]=[C:15]([C:19]2[N:20]=[CH:21][N:22]([CH3:35])[C:23]=2[C:24]2[S:34][C:27]3[N:28]=[CH:29][N:30]=[C:31](SC)[C:26]=3[CH:25]=2)[CH:16]=[CH:17][CH:18]=1.[S:36](S([O-])=O)([O-:39])(=O)=[O:37].[Na+].[Na+]. Product: [I:12][C:13]1[CH:14]=[C:15]([C:19]2[N:20]=[CH:21][N:22]([CH3:35])[C:23]=2[C:24]2[S:34][C:27]3[N:28]=[CH:29][N:30]=[C:31]([S:36]([CH3:1])(=[O:39])=[O:37])[C:26]=3[CH:25]=2)[CH:16]=[CH:17][CH:18]=1. The catalyst class is: 2. (5) Reactant: [C:1]([NH:4][C:5]1[CH:10]=[CH:9][C:8]([C:11]2[C:20]3[C:15](=[CH:16][CH:17]=[C:18]([S:21][CH3:22])[CH:19]=3)[CH:14]([CH3:23])[NH:13][N:12]=2)=[CH:7][CH:6]=1)(=[O:3])[CH3:2].[CH2:24]([N:26]=[C:27]=[O:28])[CH3:25]. The catalyst class is: 22. Product: [C:1]([NH:4][C:5]1[CH:6]=[CH:7][C:8]([C:11]2[C:20]3[C:15](=[CH:16][CH:17]=[C:18]([S:21][CH3:22])[CH:19]=3)[CH:14]([CH3:23])[N:13]([C:27](=[O:28])[NH:26][CH2:24][CH3:25])[N:12]=2)=[CH:9][CH:10]=1)(=[O:3])[CH3:2]. (6) Reactant: Cl.[NH2:2][CH2:3][C:4]([CH3:10])([OH:9])[C:5]([F:8])([F:7])[F:6].[C:11](=O)([O:20]N1C(=O)CCC1=O)[O:12][CH2:13][C:14]1[CH:19]=[CH:18][CH:17]=[CH:16][CH:15]=1. Product: [F:6][C:5]([F:8])([F:7])[C:4]([OH:9])([CH3:10])[CH2:3][NH:2][C:11](=[O:20])[O:12][CH2:13][C:14]1[CH:19]=[CH:18][CH:17]=[CH:16][CH:15]=1. The catalyst class is: 34. (7) Reactant: [C:1]([N:4]([CH2:71][C:72](=[O:95])[NH:73][CH2:74][CH2:75][CH2:76][O:77][CH2:78][CH2:79][O:80][CH2:81][CH2:82][O:83][CH2:84][CH2:85][CH2:86][NH:87]C(=O)OC(C)(C)C)[CH2:5][CH2:6][CH2:7][O:8][CH2:9][CH2:10][O:11][CH2:12][CH2:13][O:14][CH2:15][CH2:16][CH2:17][NH:18][C:19]1[C:22](=[O:23])[C:21](=[O:24])[C:20]=1[NH:25][CH2:26][CH2:27][CH2:28][O:29][CH2:30][CH2:31][O:32][CH2:33][CH2:34][O:35][CH2:36][CH2:37][CH2:38][NH:39][C:40](=[O:70])[CH2:41][CH2:42][CH:43]([NH:47][C:48](=[O:69])[C:49]1[CH:54]=[CH:53][C:52]([NH:55][CH2:56][C:57]2[N:58]=[C:59]3[C:64](=[N:65][CH:66]=2)[N:63]=[C:62]([NH2:67])[NH:61][C:60]3=[O:68])=[CH:51][CH:50]=1)[C:44]([OH:46])=[O:45])(=[O:3])[CH3:2]. Product: [C:1]([N:4]([CH2:71][C:72](=[O:95])[NH:73][CH2:74][CH2:75][CH2:76][O:77][CH2:78][CH2:79][O:80][CH2:81][CH2:82][O:83][CH2:84][CH2:85][CH2:86][NH2:87])[CH2:5][CH2:6][CH2:7][O:8][CH2:9][CH2:10][O:11][CH2:12][CH2:13][O:14][CH2:15][CH2:16][CH2:17][NH:18][C:19]1[C:22](=[O:23])[C:21](=[O:24])[C:20]=1[NH:25][CH2:26][CH2:27][CH2:28][O:29][CH2:30][CH2:31][O:32][CH2:33][CH2:34][O:35][CH2:36][CH2:37][CH2:38][NH:39][C:40](=[O:70])[CH2:41][CH2:42][CH:43]([NH:47][C:48](=[O:69])[C:49]1[CH:54]=[CH:53][C:52]([NH:55][CH2:56][C:57]2[N:58]=[C:59]3[C:64](=[N:65][CH:66]=2)[N:63]=[C:62]([NH2:67])[NH:61][C:60]3=[O:68])=[CH:51][CH:50]=1)[C:44]([OH:46])=[O:45])(=[O:3])[CH3:2]. The catalyst class is: 55.